This data is from Catalyst prediction with 721,799 reactions and 888 catalyst types from USPTO. The task is: Predict which catalyst facilitates the given reaction. Reactant: [N+:1]([C:4]1[CH:9]=[CH:8][CH:7]=[CH:6][C:5]=1[S:10]([NH:13][C:14]1[CH:19]=[CH:18][C:17]([CH2:20][CH2:21][C:22]([O:24][CH3:25])=[O:23])=[CH:16][CH:15]=1)(=[O:12])=[O:11])([O-:3])=[O:2].[CH2:26]([O:28][CH2:29][CH2:30][O:31][C:32]1[CH:37]=[C:36]([CH3:38])[C:35]([C:39]2[CH:44]=[CH:43][CH:42]=[C:41]([CH2:45]O)[CH:40]=2)=[C:34]([CH3:47])[CH:33]=1)[CH3:27].C1(P(C2C=CC=CC=2)C2C=CC=CC=2)C=CC=CC=1.N(C(OCC)=O)=NC(OCC)=O. Product: [CH2:26]([O:28][CH2:29][CH2:30][O:31][C:32]1[CH:37]=[C:36]([CH3:38])[C:35]([C:39]2[CH:44]=[CH:43][CH:42]=[C:41]([CH2:45][N:13]([S:10]([C:5]3[CH:6]=[CH:7][CH:8]=[CH:9][C:4]=3[N+:1]([O-:3])=[O:2])(=[O:12])=[O:11])[C:14]3[CH:19]=[CH:18][C:17]([CH2:20][CH2:21][C:22]([O:24][CH3:25])=[O:23])=[CH:16][CH:15]=3)[CH:40]=2)=[C:34]([CH3:47])[CH:33]=1)[CH3:27]. The catalyst class is: 11.